This data is from Full USPTO retrosynthesis dataset with 1.9M reactions from patents (1976-2016). The task is: Predict the reactants needed to synthesize the given product. (1) Given the product [C:1]([C:5]1[CH:13]=[C:12]([CH:11]=[C:7]([C:8]([Cl:20])=[O:9])[CH:6]=1)[C:14]([O:16][CH3:17])=[O:15])([CH3:4])([CH3:3])[CH3:2], predict the reactants needed to synthesize it. The reactants are: [C:1]([C:5]1[CH:6]=[C:7]([CH:11]=[C:12]([C:14]([O:16][CH3:17])=[O:15])[CH:13]=1)[C:8](O)=[O:9])([CH3:4])([CH3:3])[CH3:2].S(Cl)([Cl:20])=O. (2) Given the product [Br:1][C:2]1[C:11]2[C:10]([CH3:13])([CH3:12])[CH2:9][CH:8]=[C:7]([CH:14]([CH3:16])[CH3:15])[C:6]=2[CH:5]=[C:4]([C:17]([CH3:28])=[C:18]([F:27])[CH:19]=[CH:20][C:21]([CH3:26])=[CH:22][C:23]([OH:25])=[O:24])[C:3]=1[O:29][CH3:30], predict the reactants needed to synthesize it. The reactants are: [Br:1][C:2]1[C:11]2[C:10]([CH3:13])([CH3:12])[CH2:9][CH:8]=[C:7]([CH:14]([CH3:16])[CH3:15])[C:6]=2[CH:5]=[C:4]([C:17]([CH3:28])=[C:18]([F:27])[CH:19]=[CH:20][C:21]([CH3:26])=[CH:22][C:23]([O-:25])=[O:24])[C:3]=1[O:29][CH3:30].[OH-].[Na+].